From a dataset of Full USPTO retrosynthesis dataset with 1.9M reactions from patents (1976-2016). Predict the reactants needed to synthesize the given product. (1) Given the product [C:41]([O:40][C:38](=[O:39])[C@H:37]([C:34]1[CH:35]=[CH:36][C:31]([CH2:30][N:7]2[C:8]3[C:13](=[CH:12][CH:11]=[CH:10][CH:9]=3)[C:5]3[C:4]([CH3:15])=[C:3]([CH2:16][CH2:17][C:18]([O:20][CH2:21][CH3:22])=[O:19])[C:2]([CH3:1])=[N:14][C:6]2=3)=[CH:32][CH:33]=1)[CH:45]1[CH2:50][CH2:49][O:48][CH2:47][CH2:46]1)([CH3:44])([CH3:42])[CH3:43], predict the reactants needed to synthesize it. The reactants are: [CH3:1][C:2]1[C:3]([CH2:16][CH2:17][C:18]([O:20][CH2:21][CH3:22])=[O:19])=[C:4]([CH3:15])[C:5]2[C:13]3[C:8](=[CH:9][CH:10]=[CH:11][CH:12]=3)[NH:7][C:6]=2[N:14]=1.CC(C)([O-])C.[K+].Br[CH2:30][C:31]1[CH:36]=[CH:35][C:34]([C@H:37]([CH:45]2[CH2:50][CH2:49][O:48][CH2:47][CH2:46]2)[C:38]([O:40][C:41]([CH3:44])([CH3:43])[CH3:42])=[O:39])=[CH:33][CH:32]=1. (2) The reactants are: [H-].[Na+].[Cl:3][C:4]1[N:14]=[C:13]2[C:7]([N:8]([CH3:16])[C:9](=[O:15])[CH2:10][CH2:11][NH:12]2)=[CH:6][N:5]=1.[CH2:17](Cl)[C:18]#[CH:19]. Given the product [Cl:3][C:4]1[N:14]=[C:13]2[C:7](=[CH:6][N:5]=1)[N:8]([CH3:16])[C:9](=[O:15])[CH2:10][CH2:11][N:12]2[CH2:19][C:18]#[CH:17], predict the reactants needed to synthesize it.